Dataset: Full USPTO retrosynthesis dataset with 1.9M reactions from patents (1976-2016). Task: Predict the reactants needed to synthesize the given product. (1) The reactants are: [Br:1][C:2]1[C:11]2[C:6](=[CH:7][CH:8]=[CH:9][CH:10]=2)[N:5]=[C:4]([C:12]([OH:14])=[O:13])[CH:3]=1.[NH2:15][C@@H:16]1[C@@H:21]([OH:22])[CH2:20][CH2:19][O:18][CH2:17]1.CN([P+](ON1N=NC2C=CC=CC1=2)(N(C)C)N(C)C)C.F[P-](F)(F)(F)(F)F.C(N(CC)CC)C. Given the product [Br:1][C:2]1[C:11]2[C:6](=[CH:7][CH:8]=[CH:9][CH:10]=2)[N:5]=[C:4]([C:12]([OH:14])=[O:13])[CH:3]=1.[Br:1][C:2]1[C:11]2[C:6](=[CH:7][CH:8]=[CH:9][CH:10]=2)[N:5]=[C:4]([C:12]([NH:15][C@@H:16]2[C@@H:21]([OH:22])[CH2:20][CH2:19][O:18][CH2:17]2)=[O:14])[CH:3]=1, predict the reactants needed to synthesize it. (2) Given the product [CH:16]1([NH:19][CH:6]2[CH2:7][CH2:8][C:3]([CH2:2][OH:1])([C:10]3[N:15]=[CH:14][CH:13]=[CH:12][N:11]=3)[CH2:4][CH2:5]2)[CH2:18][CH2:17]1, predict the reactants needed to synthesize it. The reactants are: [OH:1][CH2:2][C:3]1([C:10]2[N:15]=[CH:14][CH:13]=[CH:12][N:11]=2)[CH2:8][CH2:7][C:6](=O)[CH2:5][CH2:4]1.[CH:16]1([NH2:19])[CH2:18][CH2:17]1.C(O)(=O)C.[BH-](OC(C)=O)(OC(C)=O)OC(C)=O.[Na+].[OH-].[Na+]. (3) Given the product [CH2:8]([CH:9]1[CH2:10][CH2:11][N:12]([C:15]([O:17][CH:18]([CH3:20])[CH3:19])=[O:16])[CH2:13][CH2:14]1)[CH2:7][CH:6]=[CH2:21], predict the reactants needed to synthesize it. The reactants are: CS(O[CH:6]([CH3:21])[CH2:7][CH2:8][CH:9]1[CH2:14][CH2:13][N:12]([C:15]([O:17][CH:18]([CH3:20])[CH3:19])=[O:16])[CH2:11][CH2:10]1)(=O)=O.[Li+].[Br-].C(O[K])(C)(C)C.[NH4+].[Cl-]. (4) Given the product [CH3:9][O:8][C:6]1[C:5]([C:10]2[CH:11]=[N:12][CH:13]=[CH:14][CH:15]=2)=[CH:4][N:3]=[C:2]([C:18]2[N:19]3[CH:24]=[C:23]([C:25]#[N:26])[CH:22]=[CH:21][C:20]3=[N:16][CH:17]=2)[N:7]=1, predict the reactants needed to synthesize it. The reactants are: Cl[C:2]1[N:7]=[C:6]([O:8][CH3:9])[C:5]([C:10]2[CH:11]=[N:12][CH:13]=[CH:14][CH:15]=2)=[CH:4][N:3]=1.[N:16]1[CH:17]=[CH:18][N:19]2[CH:24]=[C:23]([C:25]#[N:26])[CH:22]=[CH:21][C:20]=12.COC1C=CN=C(C2N3C=C(C#N)C=CC3=NC=2)N=1. (5) Given the product [Cl:1][C:2]1[CH:3]=[CH:4][C:5]([O:17][CH:18]([F:20])[F:19])=[C:6]([C:8]2[C:13]([O:14][CH3:15])=[CH:12][N:11]([CH:22]([CH3:26])[C:23]([OH:25])=[O:24])[C:10](=[O:16])[CH:9]=2)[CH:7]=1, predict the reactants needed to synthesize it. The reactants are: [Cl:1][C:2]1[CH:3]=[CH:4][C:5]([O:17][CH:18]([F:20])[F:19])=[C:6]([C:8]2[C:13]([O:14][CH3:15])=[CH:12][NH:11][C:10](=[O:16])[CH:9]=2)[CH:7]=1.Br[CH:22]([CH3:26])[C:23]([OH:25])=[O:24].